From a dataset of Merck oncology drug combination screen with 23,052 pairs across 39 cell lines. Regression. Given two drug SMILES strings and cell line genomic features, predict the synergy score measuring deviation from expected non-interaction effect. Drug 1: C#Cc1cccc(Nc2ncnc3cc(OCCOC)c(OCCOC)cc23)c1. Drug 2: COC1=C2CC(C)CC(OC)C(O)C(C)C=C(C)C(OC(N)=O)C(OC)C=CC=C(C)C(=O)NC(=CC1=O)C2=O. Cell line: OCUBM. Synergy scores: synergy=-13.0.